Regression. Given two drug SMILES strings and cell line genomic features, predict the synergy score measuring deviation from expected non-interaction effect. From a dataset of NCI-60 drug combinations with 297,098 pairs across 59 cell lines. (1) Drug 1: C1=NC2=C(N=C(N=C2N1C3C(C(C(O3)CO)O)O)F)N. Drug 2: C1CN(CCN1C(=O)CCBr)C(=O)CCBr. Cell line: SK-MEL-5. Synergy scores: CSS=4.31, Synergy_ZIP=-2.32, Synergy_Bliss=-5.40, Synergy_Loewe=-4.08, Synergy_HSA=-2.56. (2) Drug 1: CC1=C(C(CCC1)(C)C)C=CC(=CC=CC(=CC(=O)O)C)C. Drug 2: C1=NC2=C(N=C(N=C2N1C3C(C(C(O3)CO)O)F)Cl)N. Cell line: OVCAR-5. Synergy scores: CSS=6.31, Synergy_ZIP=0.443, Synergy_Bliss=2.46, Synergy_Loewe=-0.307, Synergy_HSA=1.04. (3) Drug 1: CS(=O)(=O)CCNCC1=CC=C(O1)C2=CC3=C(C=C2)N=CN=C3NC4=CC(=C(C=C4)OCC5=CC(=CC=C5)F)Cl. Drug 2: C1=NNC2=C1C(=O)NC=N2. Cell line: UO-31. Synergy scores: CSS=6.84, Synergy_ZIP=-2.77, Synergy_Bliss=-0.194, Synergy_Loewe=-2.48, Synergy_HSA=0.481.